Dataset: Catalyst prediction with 721,799 reactions and 888 catalyst types from USPTO. Task: Predict which catalyst facilitates the given reaction. (1) Reactant: [NH2:1][C:2]1[C:7]([C:8]#[N:9])=[C:6]([C:10]2[CH:15]=[CH:14][C:13]([O:16][CH2:17][CH2:18][O:19][CH3:20])=[CH:12][CH:11]=2)[C:5]([C:21]#[N:22])=[C:4]([SH:23])[N:3]=1.C(=O)(O)[O-].[Na+].Cl[CH2:30][C:31]1[N:32]=[C:33]([C:36]2[CH:40]=[CH:39][S:38][CH:37]=2)[S:34][CH:35]=1.O. Product: [NH2:1][C:2]1[C:7]([C:8]#[N:9])=[C:6]([C:10]2[CH:11]=[CH:12][C:13]([O:16][CH2:17][CH2:18][O:19][CH3:20])=[CH:14][CH:15]=2)[C:5]([C:21]#[N:22])=[C:4]([S:23][CH2:30][C:31]2[N:32]=[C:33]([C:36]3[CH:40]=[CH:39][S:38][CH:37]=3)[S:34][CH:35]=2)[N:3]=1. The catalyst class is: 3. (2) Reactant: O[C:2]1([C:23]([F:26])([F:25])[F:24])[CH2:6][N:5]([C:7]2[CH:12]=[CH:11][C:10]([S:13]([CH3:16])(=[O:15])=[O:14])=[CH:9][CH:8]=2)[C:4]([C:17]2[CH:22]=[CH:21][CH:20]=[CH:19][N:18]=2)=[N:3]1.O.C1(C)C=CC(S(O)(=O)=O)=CC=1. Product: [CH3:16][S:13]([C:10]1[CH:9]=[CH:8][C:7]([N:5]2[CH:6]=[C:2]([C:23]([F:26])([F:25])[F:24])[N:3]=[C:4]2[C:17]2[CH:22]=[CH:21][CH:20]=[CH:19][N:18]=2)=[CH:12][CH:11]=1)(=[O:14])=[O:15]. The catalyst class is: 11. (3) Reactant: CN(C(ON1N=NC2C=CC=NC1=2)=[N+](C)C)C.F[P-](F)(F)(F)(F)F.[C:25]([O:29][C:30](=[O:39])[NH:31][C:32]1[CH:37]=[CH:36][CH:35]=[CH:34][C:33]=1[NH2:38])([CH3:28])([CH3:27])[CH3:26].[CH3:40][O:41][C:42]([C:44]1[CH:45]=[CH:46][C:47]([C:50](O)=[O:51])=[N:48][CH:49]=1)=[O:43].CN1CCOCC1. Product: [C:25]([O:29][C:30]([NH:31][C:32]1[CH:37]=[CH:36][CH:35]=[CH:34][C:33]=1[NH:38][C:50]([C:47]1[CH:46]=[CH:45][C:44]([C:42]([O:41][CH3:40])=[O:43])=[CH:49][N:48]=1)=[O:51])=[O:39])([CH3:28])([CH3:26])[CH3:27]. The catalyst class is: 18. (4) Reactant: [CH3:1][CH2:2][C:3]([NH:5][S:6]([C:9]1[CH:10]=[CH:11][C:12]([C:15]2[C:19]([C:20]3[CH:21]=[CH:22][CH:23]=[CH:24][CH:25]=3)=[N:18][O:17][C:16]=2[CH3:26])=[CH:13][CH:14]=1)(=[O:8])=[O:7])=[O:4].[OH-].[Na+:28]. Product: [CH3:1][CH2:2][C:3]([N-:5][S:6]([C:9]1[CH:14]=[CH:13][C:12]([C:15]2[C:19]([C:20]3[CH:25]=[CH:24][CH:23]=[CH:22][CH:21]=3)=[N:18][O:17][C:16]=2[CH3:26])=[CH:11][CH:10]=1)(=[O:8])=[O:7])=[O:4].[Na+:28]. The catalyst class is: 13. (5) Reactant: [O:1]=[C:2]1[C:7]([CH2:8][C:9]2[CH:14]=[CH:13][C:12]([C:15]3[C:16]([C:21]#[N:22])=[CH:17][CH:18]=[CH:19][CH:20]=3)=[CH:11][CH:10]=2)=[C:6]([CH2:23][CH2:24][CH3:25])[N:5]2[N:26]=[CH:27][N:28]=[C:4]2[N:3]1[CH:29]1[CH2:34][CH2:33][C:32](=[O:35])[CH2:31][CH2:30]1.[CH3:36][C:37](O)([C:39]([CH3:42])([OH:41])[CH3:40])[CH3:38].O.C1(C)C=CC(S(O)(=O)=O)=CC=1. Product: [O:1]=[C:2]1[C:7]([CH2:8][C:9]2[CH:10]=[CH:11][C:12]([C:15]3[C:16]([C:21]#[N:22])=[CH:17][CH:18]=[CH:19][CH:20]=3)=[CH:13][CH:14]=2)=[C:6]([CH2:23][CH2:24][CH3:25])[N:5]2[N:26]=[CH:27][N:28]=[C:4]2[N:3]1[CH:29]1[CH2:30][CH2:31][C:32]2([O:41][C:39]([CH3:42])([CH3:40])[C:37]([CH3:38])([CH3:36])[O:35]2)[CH2:33][CH2:34]1. The catalyst class is: 11.